From a dataset of Full USPTO retrosynthesis dataset with 1.9M reactions from patents (1976-2016). Predict the reactants needed to synthesize the given product. (1) The reactants are: [NH2:1][C:2]1[CH:10]=[CH:9][C:8]([C:11]2[CH:12]=[C:13]3[C:19]([C:20]4[CH:21]=[CH:22][CH:23]=[C:24]5[C:28]=4[NH:27][CH:26]=[CH:25]5)=[CH:18][NH:17][C:14]3=[N:15][CH:16]=2)=[CH:7][C:3]=1[C:4](O)=[O:5].[CH3:29][NH:30][CH3:31].C(N(C(C)C)CC)(C)C.F[P-](F)(F)(F)(F)F.N1(OC(N(C)C)=[N+](C)C)C2N=CC=CC=2N=N1. Given the product [NH2:1][C:2]1[CH:10]=[CH:9][C:8]([C:11]2[CH:12]=[C:13]3[C:19]([C:20]4[CH:21]=[CH:22][CH:23]=[C:24]5[C:28]=4[NH:27][CH:26]=[CH:25]5)=[CH:18][NH:17][C:14]3=[N:15][CH:16]=2)=[CH:7][C:3]=1[C:4]([N:30]([CH3:31])[CH3:29])=[O:5], predict the reactants needed to synthesize it. (2) The reactants are: [CH3:1][S:2][C:3]1[NH:4][C:5](=[O:36])[C:6]2[C:11]([C:12]3[CH:17]=[CH:16][CH:15]=[CH:14][CH:13]=3)=[C:10]([C:18]3[CH:23]=[CH:22][C:21]([C:24]4([NH:28][C:29](=[O:35])[O:30][C:31]([CH3:34])([CH3:33])[CH3:32])[CH2:27][CH2:26][CH2:25]4)=[CH:20][CH:19]=3)[O:9][C:7]=2[N:8]=1.C([O-])([O-])=O.[Cs+].[Cs+].[F:43][CH2:44][CH2:45]I. Given the product [F:43][CH2:44][CH2:45][N:4]1[C:5](=[O:36])[C:6]2[C:11]([C:12]3[CH:13]=[CH:14][CH:15]=[CH:16][CH:17]=3)=[C:10]([C:18]3[CH:23]=[CH:22][C:21]([C:24]4([NH:28][C:29](=[O:35])[O:30][C:31]([CH3:33])([CH3:32])[CH3:34])[CH2:25][CH2:26][CH2:27]4)=[CH:20][CH:19]=3)[O:9][C:7]=2[N:8]=[C:3]1[S:2][CH3:1], predict the reactants needed to synthesize it. (3) Given the product [C:23]([C:20]1[CH:19]=[CH:18][C:17]([C:15]2[N:16]=[C:11]([C:8]3[CH:7]=[CH:6][C:5]([C:1]([CH3:2])([CH3:4])[CH3:3])=[CH:10][CH:9]=3)[N:12]=[C:13]([C:27]3[CH:32]=[C:31]([CH2:33][CH2:34][CH2:35][CH2:36][CH2:37][CH3:38])[C:30]([O:39][CH2:42][CH2:43][CH2:44][CH2:45][CH2:46][CH2:47][CH2:48][CH3:49])=[CH:29][C:28]=3[OH:40])[N:14]=2)=[CH:22][CH:21]=1)([CH3:26])([CH3:25])[CH3:24], predict the reactants needed to synthesize it. The reactants are: [C:1]([C:5]1[CH:10]=[CH:9][C:8]([C:11]2[N:16]=[C:15]([C:17]3[CH:22]=[CH:21][C:20]([C:23]([CH3:26])([CH3:25])[CH3:24])=[CH:19][CH:18]=3)[N:14]=[C:13]([C:27]3[CH:32]=[C:31]([CH2:33][CH2:34][CH2:35][CH2:36][CH2:37][CH3:38])[C:30]([OH:39])=[CH:29][C:28]=3[OH:40])[N:12]=2)=[CH:7][CH:6]=1)([CH3:4])([CH3:3])[CH3:2].I[CH2:42][CH2:43][CH2:44][CH2:45][CH2:46][CH2:47][CH2:48][CH3:49].C(=O)([O-])[O-].[K+].[K+].